This data is from Full USPTO retrosynthesis dataset with 1.9M reactions from patents (1976-2016). The task is: Predict the reactants needed to synthesize the given product. (1) Given the product [CH3:22][CH2:21][O:20]/[CH:18]=[CH:19]/[C:10]([C:12]([F:15])([F:14])[F:13])=[O:11], predict the reactants needed to synthesize it. The reactants are: C1CN2C(=NCCC2)C1.[C:10](O)([C:12]([F:15])([F:14])[F:13])=[O:11].O.[CH:18]([O:20][CH2:21][CH3:22])=[CH2:19]. (2) Given the product [CH:1]1([N:6]([CH2:22][C:21]#[CH:20])[C@@H:7]2[CH2:11][CH2:10][N:9]([C:12]([O:14][C:15]([CH3:18])([CH3:17])[CH3:16])=[O:13])[CH2:8]2)[CH2:2][CH2:3][CH2:4][CH2:5]1, predict the reactants needed to synthesize it. The reactants are: [CH:1]1([NH:6][C@@H:7]2[CH2:11][CH2:10][N:9]([C:12]([O:14][C:15]([CH3:18])([CH3:17])[CH3:16])=[O:13])[CH2:8]2)[CH2:5][CH2:4][CH2:3][CH2:2]1.Br[CH2:20][C:21]#[CH:22].C([O-])([O-])=O.[K+].[K+]. (3) Given the product [F:33][C:34]1[CH:39]=[CH:38][CH:37]=[C:36]([F:40])[C:35]=1[C:2]1[CH:3]=[CH:4][C:5]2[N:6]([C:8]([NH:11][C:12]3[CH:13]=[N:14][CH:15]=[CH:16][C:17]=3[N:18]3[CH2:23][CH2:22][CH2:21][C@H:20]([NH:24][C:25](=[O:31])[O:26][C:27]([CH3:30])([CH3:29])[CH3:28])[CH2:19]3)=[N:9][N:10]=2)[N:7]=1, predict the reactants needed to synthesize it. The reactants are: Cl[C:2]1[CH:3]=[CH:4][C:5]2[N:6]([C:8]([NH:11][C:12]3[CH:13]=[N:14][CH:15]=[CH:16][C:17]=3[N:18]3[CH2:23][CH2:22][CH2:21][C@H:20]([NH:24][C:25](=[O:31])[O:26][C:27]([CH3:30])([CH3:29])[CH3:28])[CH2:19]3)=[N:9][N:10]=2)[N:7]=1.[Br-].[F:33][C:34]1[CH:39]=[CH:38][CH:37]=[C:36]([F:40])[C:35]=1[Zn+]. (4) Given the product [NH2:1][C@H:2]([C:10]([OH:12])=[O:11])[CH2:3][CH2:4][CH2:5][CH2:6][NH2:21], predict the reactants needed to synthesize it. The reactants are: [NH2:1][C@H:2]([C:10]([OH:12])=[O:11])[CH2:3][C:4]1C=CC=[CH:6][CH:5]=1.C1(CC(C(O)=O)[NH2:21])C=CC=CC=1. (5) The reactants are: Cl.NO.C([N:7](CC)C(C)C)(C)C.[Br:13][C:14]1[CH:15]=[CH:16][C:17]([NH:20][C:21]([NH:23]C(OCC)=O)=S)=[N:18][CH:19]=1. Given the product [Br:13][C:14]1[CH:15]=[CH:16][C:17]2[N:18]([N:7]=[C:21]([NH2:23])[N:20]=2)[CH:19]=1, predict the reactants needed to synthesize it. (6) Given the product [NH2:10][C:9]1[N:8]=[CH:7][N:6]=[C:5]2[N:1]([CH:22]3[CH2:23][CH2:18][CH2:19][N:20]([C:24]([O:26][C:27]([CH3:30])([CH3:29])[CH3:28])=[O:25])[CH2:21]3)[N:2]=[CH:3][C:4]=12, predict the reactants needed to synthesize it. The reactants are: [NH:1]1[C:5]2=[N:6][CH:7]=[N:8][C:9]([NH2:10])=[C:4]2[CH:3]=[N:2]1.[H-].[Na+].CS(O[CH:18]1[CH2:23][CH2:22][CH2:21][N:20]([C:24]([O:26][C:27]([CH3:30])([CH3:29])[CH3:28])=[O:25])[CH2:19]1)(=O)=O. (7) Given the product [Br:1][C:2]1[CH:29]=[C:28]([CH3:30])[C:27]([C:31]([F:34])([F:32])[F:33])=[CH:26][C:3]=1[CH2:4][N:5]([CH2:11][C:12]1[CH:13]=[C:14]([C:22]([F:23])([F:24])[F:25])[CH:15]=[C:16]([C:18]([F:19])([F:20])[F:21])[CH:17]=1)[C:6]1[N:7]=[N:8][N:9]([CH3:35])[N:10]=1, predict the reactants needed to synthesize it. The reactants are: [Br:1][C:2]1[CH:29]=[C:28]([CH3:30])[C:27]([C:31]([F:34])([F:33])[F:32])=[CH:26][C:3]=1[CH2:4][N:5]([CH2:11][C:12]1[CH:17]=[C:16]([C:18]([F:21])([F:20])[F:19])[CH:15]=[C:14]([C:22]([F:25])([F:24])[F:23])[CH:13]=1)[C:6]1[N:7]=[N:8][NH:9][N:10]=1.[C:35](=O)([O-])[O-].[Na+].[Na+].CN(C)C=O.S(OC)(OC)(=O)=O. (8) Given the product [C:16]([O:18][CH2:19][CH3:28])(=[O:37])[CH3:15].[CH3:36][OH:37].[OH-:18].[NH4+:14], predict the reactants needed to synthesize it. The reactants are: C([N:14]1C[CH:16]([O:18][CH:19]([C:28]2C=CC(Cl)=CC=2)C2C=CC(Cl)=CC=2Cl)[CH2:15]1)(C1C=CC=CC=1)C1C=CC=CC=1.Cl[C:36](OC(Cl)C)=[O:37]. (9) The reactants are: [NH2:1][C:2]1[CH:11]=[CH:10][C:9]([Br:12])=[CH:8][C:3]=1[C:4]([O:6]C)=O.[C:13](OCC)(=[O:20])[CH2:14][C:15]([O:17][CH2:18][CH3:19])=[O:16].CC[O-].[Na+]. Given the product [Br:12][C:9]1[CH:8]=[C:3]2[C:2](=[CH:11][CH:10]=1)[NH:1][C:13](=[O:20])[C:14]([C:15]([O:17][CH2:18][CH3:19])=[O:16])=[C:4]2[OH:6], predict the reactants needed to synthesize it. (10) Given the product [N:1]1[CH:6]=[CH:5][CH:4]=[C:3]([C:7]2[C:15]3[O:14][CH:13]([CH2:16][NH2:17])[CH2:12][C:11]=3[CH:10]=[CH:9][CH:8]=2)[CH:2]=1, predict the reactants needed to synthesize it. The reactants are: [N:1]1[CH:6]=[CH:5][CH:4]=[C:3]([C:7]2[C:15]3[O:14][CH:13]([CH2:16][NH:17]C(=O)OCC4C=CC=CC=4)[CH2:12][C:11]=3[CH:10]=[CH:9][CH:8]=2)[CH:2]=1.C[Si](I)(C)C.